This data is from Catalyst prediction with 721,799 reactions and 888 catalyst types from USPTO. The task is: Predict which catalyst facilitates the given reaction. (1) Reactant: [Br:1][C:2]1[CH:11]=[CH:10][CH:9]=[C:8]2[C:3]=1[CH2:4][CH2:5][N:6]([C:16]([O:18][C:19]([CH3:22])([CH3:21])[CH3:20])=[O:17])[CH:7]2[C:12]([O:14]C)=[O:13].CO.[OH-].[Na+]. Product: [Br:1][C:2]1[CH:11]=[CH:10][CH:9]=[C:8]2[C:3]=1[CH2:4][CH2:5][N:6]([C:16]([O:18][C:19]([CH3:22])([CH3:21])[CH3:20])=[O:17])[CH:7]2[C:12]([OH:14])=[O:13]. The catalyst class is: 1. (2) Reactant: C([O:5][C:6](=[O:38])[C:7]1[CH:12]=[CH:11][CH:10]=[C:9]([NH:13][C:14]2[N:19]=[C:18]([O:20][C:21]3[CH:26]=CC(C=O)=[CH:23][C:22]=3OC)[N:17]=[C:16]([O:31][C:32]3[CH:37]=[CH:36][CH:35]=[CH:34][CH:33]=3)[N:15]=2)[CH:8]=1)(C)(C)C.C[CH2:40][O:41][CH2:42][CH3:43].CCCCCC. Product: [CH3:40][O:41][C:42]1[CH:43]=[CH:26][C:21]([O:20][C:18]2[N:17]=[C:16]([O:31][C:32]3[CH:33]=[CH:34][CH:35]=[CH:36][CH:37]=3)[N:15]=[C:14]([NH:13][C:9]3[CH:8]=[C:7]([CH:12]=[CH:11][CH:10]=3)[C:6]([OH:38])=[O:5])[N:19]=2)=[CH:22][CH:23]=1. The catalyst class is: 14. (3) The catalyst class is: 4. Reactant: [CH:1]([N:4]([CH:7]([CH3:9])C)[CH2:5][CH3:6])([CH3:3])C.ClC1C=[CH:17][C:14]([C:15]#[N:16])=[CH:13][N:12]=1.[C:19]([O:23][C:24](C1CCNC1)=[O:25])([CH3:22])([CH3:21])[CH3:20].C[N:32](C=O)C. Product: [C:19]([O:23][C:24](=[O:25])[NH:32][CH:9]1[CH2:6][CH2:5][N:4]([C:1]2[CH:3]=[CH:17][C:14]([C:15]#[N:16])=[CH:13][N:12]=2)[CH2:7]1)([CH3:22])([CH3:21])[CH3:20].